From a dataset of Forward reaction prediction with 1.9M reactions from USPTO patents (1976-2016). Predict the product of the given reaction. (1) The product is: [CH3:12][O:11][C:10]1[CH:9]=[C:8]2[C:4]([CH2:5][CH2:6][C:7]2=[O:13])=[CH:3][C:2]=1[N:14]1[CH2:19][CH2:18][O:17][CH2:16][CH2:15]1. Given the reactants Br[C:2]1[CH:3]=[C:4]2[C:8](=[CH:9][C:10]=1[O:11][CH3:12])[C:7](=[O:13])[CH2:6][CH2:5]2.[NH:14]1[CH2:19][CH2:18][O:17][CH2:16][CH2:15]1.C(=O)([O-])[O-].[Cs+].[Cs+].C1C=CC(P(C2C(C3C(P(C4C=CC=CC=4)C4C=CC=CC=4)=CC=C4C=3C=CC=C4)=C3C(C=CC=C3)=CC=2)C2C=CC=CC=2)=CC=1, predict the reaction product. (2) Given the reactants [F:1][C:2]1[C:15]2[C:14](=[O:16])[C:13]3[C:8](=[CH:9][CH:10]=[CH:11][CH:12]=3)[S:7][C:6]=2[C:5]([OH:17])=[CH:4][CH:3]=1.C(=O)([O-])[O-].[K+].[K+].Cl[CH2:25][CH:26]([OH:29])[CH2:27][OH:28], predict the reaction product. The product is: [OH:29][CH:26]([CH2:27][OH:28])[CH2:25][O:17][C:5]1[C:6]2[S:7][C:8]3[C:13](=[CH:12][CH:11]=[CH:10][CH:9]=3)[C:14](=[O:16])[C:15]=2[C:2]([F:1])=[CH:3][CH:4]=1. (3) Given the reactants [Cl:1][C:2]1[CH:44]=[C:43]([CH3:45])[CH:42]=[C:41]([Cl:46])[C:3]=1[O:4][CH2:5][CH2:6][O:7][C:8]1[CH:13]=[CH:12][C:11]([CH2:14][CH:15]([C:25]2[CH:30]=[CH:29][C:28](B3OC(C)(C)C(C)(C)O3)=[CH:27][C:26]=2[CH3:40])[CH2:16][NH:17][C:18](=[O:24])[O:19][C:20]([CH3:23])([CH3:22])[CH3:21])=[CH:10][CH:9]=1.Br[C:48]1[C:49]([CH2:56][CH2:57][CH2:58][O:59][CH3:60])=[CH:50][C:51]([O:54][CH3:55])=[N:52][CH:53]=1, predict the reaction product. The product is: [C:20]([O:19][C:18](=[O:24])[NH:17][CH2:16][CH:15]([C:25]1[CH:30]=[CH:29][C:28]([C:48]2[CH:53]=[N:52][C:51]([O:54][CH3:55])=[CH:50][C:49]=2[CH2:56][CH2:57][CH2:58][O:59][CH3:60])=[CH:27][C:26]=1[CH3:40])[CH2:14][C:11]1[CH:12]=[CH:13][C:8]([O:7][CH2:6][CH2:5][O:4][C:3]2[C:2]([Cl:1])=[CH:44][C:43]([CH3:45])=[CH:42][C:41]=2[Cl:46])=[CH:9][CH:10]=1)([CH3:22])([CH3:21])[CH3:23]. (4) The product is: [NH2:11][C:5]1[C:6]2[C:7](=[N:8][O:9][N:10]=2)[C:2]([Cl:1])=[CH:3][CH:4]=1. Given the reactants [Cl:1][C:2]1[C:7]2=[N:8][O:9][N:10]=[C:6]2[C:5]([N+:11]([O-])=O)=[CH:4][CH:3]=1, predict the reaction product. (5) Given the reactants [C:1]([C:4]1[C:12]2[C:7](=[CH:8][C:9]([OH:13])=[CH:10][CH:11]=2)[N:6]([CH2:14][C:15]([N:17]2[CH2:21][C@H:20]([F:22])[CH2:19][C@H:18]2[C:23]([NH:25][CH2:26][C:27]2[CH:32]=[CH:31][CH:30]=[C:29]([Cl:33])[C:28]=2[F:34])=[O:24])=[O:16])[CH:5]=1)(=[O:3])[CH3:2].CC1C=CC(S(O[CH2:46][P:47]([O:52][CH2:53][CH3:54])([O:49][CH2:50][CH3:51])=[O:48])(=O)=O)=CC=1.C([O-])([O-])=O.[Cs+].[Cs+], predict the reaction product. The product is: [CH2:50]([O:49][P:47]([CH2:46][O:13][C:9]1[CH:8]=[C:7]2[C:12]([C:4]([C:1](=[O:3])[CH3:2])=[CH:5][N:6]2[CH2:14][C:15]([N:17]2[CH2:21][C@H:20]([F:22])[CH2:19][C@H:18]2[C:23](=[O:24])[NH:25][CH2:26][C:27]2[CH:32]=[CH:31][CH:30]=[C:29]([Cl:33])[C:28]=2[F:34])=[O:16])=[CH:11][CH:10]=1)(=[O:48])[O:52][CH2:53][CH3:54])[CH3:51].